From a dataset of Full USPTO retrosynthesis dataset with 1.9M reactions from patents (1976-2016). Predict the reactants needed to synthesize the given product. (1) Given the product [Br:1][C:2]1[CH:7]=[CH:6][C:5]([O:8][CH:12]([F:17])[F:16])=[C:4]([CH2:9][CH3:10])[CH:3]=1, predict the reactants needed to synthesize it. The reactants are: [Br:1][C:2]1[CH:7]=[CH:6][C:5]([OH:8])=[C:4]([CH2:9][CH3:10])[CH:3]=1.Cl[C:12]([F:17])([F:16])C([O-])=O.[Na+].C([O-])([O-])=O.[Cs+].[Cs+].Cl. (2) Given the product [CH2:22]([C@H:18]1[CH2:19][CH:20]=[CH:2][CH2:1][C@@H:4]([CH2:30][C:31]([O:33][C:34]([CH3:35])([CH3:36])[CH3:37])=[O:32])[C:5](=[O:6])[O:7][CH2:8][C@@H:9]([C:10]2[CH:15]=[CH:14][CH:13]=[CH:12][CH:11]=2)[NH:16][C:17]1=[O:29])[C:23]1[CH:28]=[CH:27][CH:26]=[CH:25][CH:24]=1, predict the reactants needed to synthesize it. The reactants are: [CH2:1]([C@@H:4]([CH2:30][C:31]([O:33][C:34]([CH3:37])([CH3:36])[CH3:35])=[O:32])[C:5]([O:7][CH2:8][C@H:9]([NH:16][C:17](=[O:29])[C@@H:18]([CH2:22][C:23]1[CH:28]=[CH:27][CH:26]=[CH:25][CH:24]=1)[CH2:19][CH:20]=C)[C:10]1[CH:15]=[CH:14][CH:13]=[CH:12][CH:11]=1)=[O:6])[CH:2]=C. (3) Given the product [Br:20][C:16]1[CH:15]=[C:14]([C:12]2[C:3]3[C:2](=[C:7]([C:8]([F:11])([F:10])[F:9])[CH:6]=[CH:5][CH:4]=3)[N:1]=[C:22]([CH3:23])[N:24]=2)[CH:19]=[CH:18][CH:17]=1, predict the reactants needed to synthesize it. The reactants are: [NH2:1][C:2]1[C:7]([C:8]([F:11])([F:10])[F:9])=[CH:6][CH:5]=[CH:4][C:3]=1[C:12]([C:14]1[CH:19]=[CH:18][CH:17]=[C:16]([Br:20])[CH:15]=1)=O.Cl.[C:22](#[N:24])[CH3:23]. (4) Given the product [F:6][C:7]1[CH:8]=[C:9]([CH:12]=[CH:13][C:14]=1[F:15])[CH2:10][C:17]1([OH:16])[CH2:18][CH2:19][N:20]([C:23]([O:25][C:26]([CH3:28])([CH3:27])[CH3:29])=[O:24])[CH2:21][CH2:22]1, predict the reactants needed to synthesize it. The reactants are: [Mg].BrCCBr.[F:6][C:7]1[CH:8]=[C:9]([CH:12]=[CH:13][C:14]=1[F:15])[CH2:10]Br.[O:16]=[C:17]1[CH2:22][CH2:21][N:20]([C:23]([O:25][C:26]([CH3:29])([CH3:28])[CH3:27])=[O:24])[CH2:19][CH2:18]1.Cl.C(C(C(C([O-])=O)O)O)([O-])=O.[Na+].[K+]. (5) Given the product [Cl:3][C:4]1[CH:5]=[C:6]([CH:7]=[CH:8][CH:9]=1)[CH2:10][O:11][C:13]1[CH:18]=[CH:17][N+:16]([O-:19])=[CH:15][CH:14]=1, predict the reactants needed to synthesize it. The reactants are: [H-].[Na+].[Cl:3][C:4]1[CH:5]=[C:6]([CH2:10][OH:11])[CH:7]=[CH:8][CH:9]=1.Cl[C:13]1[CH:18]=[CH:17][N+:16]([O-:19])=[CH:15][CH:14]=1.